Regression. Given two drug SMILES strings and cell line genomic features, predict the synergy score measuring deviation from expected non-interaction effect. From a dataset of NCI-60 drug combinations with 297,098 pairs across 59 cell lines. (1) Synergy scores: CSS=36.3, Synergy_ZIP=-5.25, Synergy_Bliss=1.70, Synergy_Loewe=-5.82, Synergy_HSA=1.52. Drug 2: C1CC(C1)(C(=O)O)C(=O)O.[NH2-].[NH2-].[Pt+2]. Cell line: UACC62. Drug 1: CS(=O)(=O)C1=CC(=C(C=C1)C(=O)NC2=CC(=C(C=C2)Cl)C3=CC=CC=N3)Cl. (2) Drug 1: COC1=C(C=C2C(=C1)N=CN=C2NC3=CC(=C(C=C3)F)Cl)OCCCN4CCOCC4. Drug 2: C1CN1P(=S)(N2CC2)N3CC3. Cell line: HOP-62. Synergy scores: CSS=38.4, Synergy_ZIP=-9.54, Synergy_Bliss=-0.594, Synergy_Loewe=1.20, Synergy_HSA=1.31. (3) Drug 1: CCCS(=O)(=O)NC1=C(C(=C(C=C1)F)C(=O)C2=CNC3=C2C=C(C=N3)C4=CC=C(C=C4)Cl)F. Drug 2: CCC1(CC2CC(C3=C(CCN(C2)C1)C4=CC=CC=C4N3)(C5=C(C=C6C(=C5)C78CCN9C7C(C=CC9)(C(C(C8N6C)(C(=O)OC)O)OC(=O)C)CC)OC)C(=O)OC)O.OS(=O)(=O)O. Cell line: NCI-H522. Synergy scores: CSS=51.0, Synergy_ZIP=16.7, Synergy_Bliss=15.9, Synergy_Loewe=-7.44, Synergy_HSA=15.8. (4) Cell line: IGROV1. Synergy scores: CSS=19.3, Synergy_ZIP=-3.10, Synergy_Bliss=-8.10, Synergy_Loewe=-6.15, Synergy_HSA=-5.53. Drug 2: CC1=CC=C(C=C1)C2=CC(=NN2C3=CC=C(C=C3)S(=O)(=O)N)C(F)(F)F. Drug 1: C1CCC(CC1)NC(=O)N(CCCl)N=O. (5) Drug 1: C1=CC(=CC=C1CCC2=CNC3=C2C(=O)NC(=N3)N)C(=O)NC(CCC(=O)O)C(=O)O. Drug 2: C1CN(CCN1C(=O)CCBr)C(=O)CCBr. Cell line: PC-3. Synergy scores: CSS=50.4, Synergy_ZIP=-4.19, Synergy_Bliss=-6.37, Synergy_Loewe=-10.3, Synergy_HSA=-3.04. (6) Drug 1: CC1=C2C(C(=O)C3(C(CC4C(C3C(C(C2(C)C)(CC1OC(=O)C(C(C5=CC=CC=C5)NC(=O)OC(C)(C)C)O)O)OC(=O)C6=CC=CC=C6)(CO4)OC(=O)C)O)C)O. Synergy scores: CSS=6.26, Synergy_ZIP=-2.66, Synergy_Bliss=1.10, Synergy_Loewe=-0.145, Synergy_HSA=1.12. Drug 2: CCC1=C2CN3C(=CC4=C(C3=O)COC(=O)C4(CC)O)C2=NC5=C1C=C(C=C5)O. Cell line: UACC-257. (7) Drug 2: CC1CCC2CC(C(=CC=CC=CC(CC(C(=O)C(C(C(=CC(C(=O)CC(OC(=O)C3CCCCN3C(=O)C(=O)C1(O2)O)C(C)CC4CCC(C(C4)OC)OCCO)C)C)O)OC)C)C)C)OC. Drug 1: CC1=CC2C(CCC3(C2CCC3(C(=O)C)OC(=O)C)C)C4(C1=CC(=O)CC4)C. Synergy scores: CSS=17.0, Synergy_ZIP=-3.25, Synergy_Bliss=-0.580, Synergy_Loewe=-17.6, Synergy_HSA=-0.223. Cell line: OVCAR-4. (8) Drug 1: CCCCCOC(=O)NC1=NC(=O)N(C=C1F)C2C(C(C(O2)C)O)O. Drug 2: CC12CCC3C(C1CCC2OP(=O)(O)O)CCC4=C3C=CC(=C4)OC(=O)N(CCCl)CCCl.[Na+]. Cell line: LOX IMVI. Synergy scores: CSS=-2.09, Synergy_ZIP=1.95, Synergy_Bliss=0.217, Synergy_Loewe=0.266, Synergy_HSA=-1.84.